This data is from Catalyst prediction with 721,799 reactions and 888 catalyst types from USPTO. The task is: Predict which catalyst facilitates the given reaction. Reactant: [CH2:1]([N:3]([CH2:14][CH3:15])[C:4]1[CH:5]=[N:6][N:7]2[C:12](I)=[CH:11][CH:10]=[CH:9][C:8]=12)[CH3:2].[Cl:16][C:17]1[CH:22]=[C:21]([Cl:23])[CH:20]=[CH:19][C:18]=1B(O)O.C([O-])([O-])=O.[Na+].[Na+]. Product: [Cl:16][C:17]1[CH:22]=[C:21]([Cl:23])[CH:20]=[CH:19][C:18]=1[C:12]1[N:7]2[N:6]=[CH:5][C:4]([N:3]([CH2:14][CH3:15])[CH2:1][CH3:2])=[C:8]2[CH:9]=[CH:10][CH:11]=1. The catalyst class is: 104.